From a dataset of Full USPTO retrosynthesis dataset with 1.9M reactions from patents (1976-2016). Predict the reactants needed to synthesize the given product. (1) Given the product [C:1]([Si:5]([CH3:31])([CH3:30])[O:6][CH2:7][CH:8]([CH:17]1[CH:21]([C:22]2[CH:27]=[CH:26][C:25]([Cl:28])=[C:24]([Cl:29])[CH:23]=2)[CH2:20][N:19]([C:68]([C:53]2[CH:54]=[N:55][C:50]([CH3:51])=[N:49][CH:52]=2)=[O:69])[CH2:18]1)[O:9][C:10]1[CH:15]=[CH:14][C:13]([Cl:16])=[CH:12][N:11]=1)([CH3:4])([CH3:3])[CH3:2], predict the reactants needed to synthesize it. The reactants are: [C:1]([Si:5]([CH3:31])([CH3:30])[O:6][CH2:7][CH:8]([CH:17]1[CH:21]([C:22]2[CH:27]=[CH:26][C:25]([Cl:28])=[C:24]([Cl:29])[CH:23]=2)[CH2:20][NH:19][CH2:18]1)[O:9][C:10]1[CH:15]=[CH:14][C:13]([Cl:16])=[CH:12][N:11]=1)([CH3:4])([CH3:3])[CH3:2].CCN(C(C)C)C(C)C.CN(C(O[N:49]1N=N[C:51]2[CH:52]=[CH:53][CH:54]=[N:55][C:50]1=2)=[N+](C)C)C.F[P-](F)(F)(F)(F)F.CN([CH:68]=[O:69])C. (2) Given the product [OH:21][C:7]1[C:8]([C:12]([NH:14][CH2:15][C:16]([O:18][CH2:19][CH3:20])=[O:17])=[O:13])=[C:9]2[C:4](=[CH:5][CH:6]=1)[N:3]=[C:2]([C:24]1[CH:25]=[CH:26][CH:27]=[CH:28][C:23]=1[OH:22])[CH:11]=[N:10]2, predict the reactants needed to synthesize it. The reactants are: Br[C:2]1[CH:11]=[N:10][C:9]2[C:4](=[CH:5][CH:6]=[C:7]([OH:21])[C:8]=2[C:12]([NH:14][CH2:15][C:16]([O:18][CH2:19][CH3:20])=[O:17])=[O:13])[N:3]=1.[OH:22][C:23]1[CH:28]=[CH:27][CH:26]=[CH:25][C:24]=1B(O)O.C(=O)([O-])[O-].[K+].[K+]. (3) Given the product [CH:7]1[CH:2]=[C:3]2[CH:12]=[CH:13][O:10][C:4]2=[CH:5][CH:6]=1, predict the reactants needed to synthesize it. The reactants are: O[C:2]1[CH:7]=[C:6](OC)[CH:5]=[C:4]([O:10]C)[C:3]=1[CH:12](SCCC(O)=O)[CH2:13]C(C)C.CC1C=C[C@@H](C(C)C)CC=1.[N+](CC)([O-])=O.[C].[S].CN(C1C=CC2N=C3C(=CC(C=C3)=[N+](C)C)SC=2C=1)C. (4) Given the product [CH3:1][O:2][C:3]([C:5]1[N:6]=[C:7]([CH3:25])[C:8]2[C:9](=[O:23])[N:10]([CH2:16][C:17]3[CH:22]=[CH:21][CH:20]=[CH:19][CH:18]=3)[CH:11]=[CH:12][C:13]=2[C:14]=1[OH:15])=[O:4], predict the reactants needed to synthesize it. The reactants are: [CH3:1][O:2][C:3]([C:5]1[N:6]=[C:7](I)[C:8]2[C:9](=[O:23])[N:10]([CH2:16][C:17]3[CH:22]=[CH:21][CH:20]=[CH:19][CH:18]=3)[CH:11]=[CH:12][C:13]=2[C:14]=1[OH:15])=[O:4].[CH3:25][Sn](C)(C)C.CCOC(C)=O.Cl. (5) Given the product [CH:16]1([S:21][CH:4]([C:5]2[CH:10]=[CH:9][C:8]([N+:11]([O-:13])=[O:12])=[CH:7][CH:6]=2)[C:3]([OH:2])=[O:15])[CH2:20][CH2:19][CH2:18][CH2:17]1.[CH:16]1([S:21][CH:4]([C:5]2[CH:6]=[CH:7][C:8]([N+:11]([O-:13])=[O:12])=[CH:9][CH:10]=2)[C:3]([NH:22][C:23]2[S:24][CH:25]=[CH:26][N:27]=2)=[O:15])[CH2:20][CH2:19][CH2:18][CH2:17]1, predict the reactants needed to synthesize it. The reactants are: C[O:2][C:3](=[O:15])[CH:4](Br)[C:5]1[CH:10]=[CH:9][C:8]([N+:11]([O-:13])=[O:12])=[CH:7][CH:6]=1.[CH:16]1([SH:21])[CH2:20][CH2:19][CH2:18][CH2:17]1.[NH2:22][C:23]1[S:24][CH:25]=[CH:26][N:27]=1.